Dataset: Catalyst prediction with 721,799 reactions and 888 catalyst types from USPTO. Task: Predict which catalyst facilitates the given reaction. Reactant: C(OC([N:8]1[CH2:13][CH2:12][C:11]([CH2:20][OH:21])([C:14]2[CH:19]=[CH:18][CH:17]=[CH:16][CH:15]=2)[CH2:10][CH2:9]1)=O)(C)(C)C.[H-].[Na+].[CH3:24]OS(=O)(=O)OC.[Cl-].[NH4+].FC(F)(F)C(O)=O.[OH-].[Na+]. Product: [CH3:24][O:21][CH2:20][C:11]1([C:14]2[CH:15]=[CH:16][CH:17]=[CH:18][CH:19]=2)[CH2:10][CH2:9][NH:8][CH2:13][CH2:12]1. The catalyst class is: 595.